This data is from Full USPTO retrosynthesis dataset with 1.9M reactions from patents (1976-2016). The task is: Predict the reactants needed to synthesize the given product. (1) Given the product [Cl:1][C:2]1[CH:7]=[CH:6][C:5]([S:8]([N:11]([CH2:21][C:22]2[CH:23]=[CH:24][C:25]([O:32][CH3:33])=[C:26]([CH:31]=2)[C:27]([OH:29])=[O:28])[C@H:12]([C:15]2[CH:20]=[CH:19][CH:18]=[CH:17][CH:16]=2)[CH2:13][OH:14])(=[O:10])=[O:9])=[CH:4][CH:3]=1, predict the reactants needed to synthesize it. The reactants are: [Cl:1][C:2]1[CH:7]=[CH:6][C:5]([S:8]([N:11]([CH2:21][C:22]2[CH:23]=[CH:24][C:25]([O:32][CH3:33])=[C:26]([CH:31]=2)[C:27]([O:29]C)=[O:28])[C@H:12]([C:15]2[CH:20]=[CH:19][CH:18]=[CH:17][CH:16]=2)[CH2:13][OH:14])(=[O:10])=[O:9])=[CH:4][CH:3]=1.O.[OH-].[Li+]. (2) Given the product [F:1][C:2]1[CH:24]=[CH:23][C:5]([O:6][CH2:7][CH:8]2[CH2:14][NH:13][CH:12]([CH3:22])[CH2:11][CH2:10][CH2:9]2)=[CH:4][C:3]=1[CH3:25], predict the reactants needed to synthesize it. The reactants are: [F:1][C:2]1[CH:24]=[CH:23][C:5]([O:6][CH2:7][CH:8]2[CH2:14][N:13](CC3C=CC=CC=3)[CH:12]([CH3:22])[CH2:11][CH2:10][CH2:9]2)=[CH:4][C:3]=1[CH3:25]. (3) Given the product [CH:1]1([C:4]2[C:6]3[CH2:7][CH:8]([C:13]([O:15][CH3:19])=[O:16])[CH2:9][CH2:10][C:11]=3[NH:18][N:17]=2)[CH2:2][CH2:3]1, predict the reactants needed to synthesize it. The reactants are: [CH:1]1([C:4]([CH:6]2[C:11](=O)[CH2:10][CH2:9][CH:8]([C:13]([OH:15])=O)[CH2:7]2)=O)[CH2:3][CH2:2]1.[OH2:16].[NH2:17][NH2:18].[CH3:19]CO. (4) Given the product [CH:1]#[C:2][CH2:3][NH:4][C@H:5]1[C:9]2[CH:10]=[CH:11][CH:12]=[CH:13][C:8]=2[CH2:7][CH2:6]1.[O:14]=[CH:15][C@@H:16]([C@H:18]([C@@H:20]([C@@H:22]([C:24]([O-:26])=[O:25])[OH:23])[OH:21])[OH:19])[OH:17], predict the reactants needed to synthesize it. The reactants are: [CH:1]#[C:2][CH2:3][NH:4][C@H:5]1[C:9]2[CH:10]=[CH:11][CH:12]=[CH:13][C:8]=2[CH2:7][CH2:6]1.[O:14]=[CH:15][C@@H:16]([C@H:18]([C@@H:20]([C@@H:22]([C:24]([OH:26])=[O:25])[OH:23])[OH:21])[OH:19])[OH:17]. (5) Given the product [CH2:1]([C:5]1[N:10]2[N:11]=[CH:12][N:13]=[C:9]2[N:8]([CH:14]2[CH2:15][CH2:16][C:17](=[O:18])[CH2:22][CH2:23]2)[C:7](=[O:24])[C:6]=1[CH2:25][C:26]1[CH:31]=[CH:30][C:29]([C:32]2[C:33]([C:38]#[N:39])=[CH:34][CH:35]=[CH:36][CH:37]=2)=[CH:28][CH:27]=1)[CH2:2][CH2:3][CH3:4], predict the reactants needed to synthesize it. The reactants are: [CH2:1]([C:5]1[N:10]2[N:11]=[CH:12][N:13]=[C:9]2[N:8]([CH:14]2[CH2:23][CH2:22][C:17]3(OCC[O:18]3)[CH2:16][CH2:15]2)[C:7](=[O:24])[C:6]=1[CH2:25][C:26]1[CH:31]=[CH:30][C:29]([C:32]2[C:33]([C:38]#[N:39])=[CH:34][CH:35]=[CH:36][CH:37]=2)=[CH:28][CH:27]=1)[CH2:2][CH2:3][CH3:4].O.C1(C)C=CC(S(O)(=O)=O)=CC=1.CO.O1CCCC1. (6) Given the product [C:25]([N:28]1[CH2:32][CH2:31][N:30]([C:20]2[CH:21]=[CH:22][C:17]([C:15]([N:12]3[CH2:13][CH2:14][N:9]([C:6]4[C:5]([CH3:24])=[CH:4][C:3]([CH2:1][CH3:2])=[CH:8][N:7]=4)[CH2:10][CH2:11]3)=[O:16])=[CH:18][CH:19]=2)[C:29]1=[O:33])(=[O:27])[CH3:26], predict the reactants needed to synthesize it. The reactants are: [CH2:1]([C:3]1[CH:4]=[C:5]([CH3:24])[C:6]([N:9]2[CH2:14][CH2:13][N:12]([C:15]([C:17]3[CH:22]=[CH:21][C:20](I)=[CH:19][CH:18]=3)=[O:16])[CH2:11][CH2:10]2)=[N:7][CH:8]=1)[CH3:2].[C:25]([N:28]1[CH2:32][CH2:31][NH:30][C:29]1=[O:33])(=[O:27])[CH3:26]. (7) Given the product [Br:1][C:2]1[C:3]([N:12]2[CH2:17][CH2:16][N:15]([CH2:18][C:19]3[CH:20]=[N:21][CH:22]=[CH:23][CH:24]=3)[CH2:14][CH2:13]2)=[C:4]2[N:9]=[C:35]([C:34]3[CH:37]=[CH:38][CH:39]=[C:32]([CH2:31][N:25]4[CH2:30][CH2:29][O:28][CH2:27][CH2:26]4)[CH:33]=3)[NH:8][C:5]2=[N:6][CH:7]=1, predict the reactants needed to synthesize it. The reactants are: [Br:1][C:2]1[C:3]([N:12]2[CH2:17][CH2:16][N:15]([CH2:18][C:19]3[CH:20]=[N:21][CH:22]=[CH:23][CH:24]=3)[CH2:14][CH2:13]2)=[C:4]([N+:9]([O-])=O)[C:5]([NH2:8])=[N:6][CH:7]=1.[N:25]1([CH2:31][C:32]2[CH:33]=[C:34]([CH:37]=[CH:38][CH:39]=2)[CH:35]=O)[CH2:30][CH2:29][O:28][CH2:27][CH2:26]1.[O-]S(S([O-])=O)=O.[Na+].[Na+].